Predict the reactants needed to synthesize the given product. From a dataset of Full USPTO retrosynthesis dataset with 1.9M reactions from patents (1976-2016). (1) Given the product [C:1]([C:5]1[CH:6]=[C:7]([NH:18][C:19](=[O:49])[NH:20][CH2:21][C:22]2[CH:48]=[CH:47][CH:46]=[CH:45][C:23]=2[CH2:24][O:25][C:26]2[CH:31]=[C:30]([CH3:32])[N:29]([C:33]3[CH:34]=[C:35]([CH:39]=[CH:40][C:41]=3[CH3:42])[C:36]([NH:50][CH2:51][CH:52]([OH:55])[CH2:53][OH:54])=[O:37])[C:28](=[O:43])[C:27]=2[Cl:44])[N:8]([C:10]2[CH:15]=[CH:14][C:13]([Cl:16])=[C:12]([OH:17])[CH:11]=2)[N:9]=1)([CH3:2])([CH3:4])[CH3:3], predict the reactants needed to synthesize it. The reactants are: [C:1]([C:5]1[CH:6]=[C:7]([NH:18][C:19](=[O:49])[NH:20][CH2:21][C:22]2[CH:48]=[CH:47][CH:46]=[CH:45][C:23]=2[CH2:24][O:25][C:26]2[CH:31]=[C:30]([CH3:32])[N:29]([C:33]3[CH:34]=[C:35]([CH:39]=[CH:40][C:41]=3[CH3:42])[C:36](O)=[O:37])[C:28](=[O:43])[C:27]=2[Cl:44])[N:8]([C:10]2[CH:15]=[CH:14][C:13]([Cl:16])=[C:12]([OH:17])[CH:11]=2)[N:9]=1)([CH3:4])([CH3:3])[CH3:2].[NH2:50][CH2:51][CH:52]([OH:55])[CH2:53][OH:54].C1N=CN(C(N2C=NC=C2)=O)C=1. (2) Given the product [NH2:1][C:2]1[N:7]2[C:8]3[N:22]=[CH:21][CH:20]=[CH:19][C:9]=3[C:10]([C:11]3[CH:16]=[CH:15][N:14]=[C:13]([S:17]([CH3:18])=[O:27])[N:12]=3)=[C:6]2[CH:5]=[CH:4][N:3]=1, predict the reactants needed to synthesize it. The reactants are: [NH2:1][C:2]1[N:7]2[C:8]3[N:22]=[CH:21][CH:20]=[CH:19][C:9]=3[C:10]([C:11]3[CH:16]=[CH:15][N:14]=[C:13]([S:17][CH3:18])[N:12]=3)=[C:6]2[CH:5]=[CH:4][N:3]=1.C(Cl)Cl.C([O-])([O-])=[O:27].[Na+].[Na+]. (3) Given the product [CH3:1][C:2]1[C:7]([CH2:8][S:22][C:20]2[N:19]=[C:18]([OH:23])[CH:17]=[C:16]([CH3:15])[N:21]=2)=[C:6]([CH3:10])[CH:5]=[CH:4][N:3]=1, predict the reactants needed to synthesize it. The reactants are: [CH3:1][C:2]1[C:7]([CH2:8]O)=[C:6]([CH3:10])[CH:5]=[CH:4][N:3]=1.BrP(Br)Br.[CH3:15][C:16]1[N:21]=[C:20]([SH:22])[N:19]=[C:18]([OH:23])[CH:17]=1.C(N(CC)CC)C. (4) Given the product [CH3:3][C:2]1([Ru:9][CH:17]=[C:16]([CH3:19])[CH:15]=[C:14]([CH3:13])[CH3:18])[CH:1]=[CH:6][C:5]([CH3:7])=[CH:4]1, predict the reactants needed to synthesize it. The reactants are: [CH3:1][C:2]([CH:4]=[C:5]([CH3:7])[CH3:6])=[CH2:3].O.[Ru:9](Cl)(Cl)Cl.[CH3:13][C:14]1[CH2:18][CH:17]=[C:16]([CH3:19])[CH:15]=1. (5) Given the product [OH:27][CH2:26][C:23]1[CH:24]=[CH:25][C:20]([CH2:19][O:1][C:2]2[CH:3]=[CH:4][C:5]([CH:8]([C:15]#[C:16][CH3:17])[CH2:9][C:10]([O:12][CH2:13][CH3:14])=[O:11])=[CH:6][CH:7]=2)=[CH:21][CH:22]=1, predict the reactants needed to synthesize it. The reactants are: [OH:1][C:2]1[CH:7]=[CH:6][C:5]([CH:8]([C:15]#[C:16][CH3:17])[CH2:9][C:10]([O:12][CH2:13][CH3:14])=[O:11])=[CH:4][CH:3]=1.Br[CH2:19][C:20]1[CH:25]=[CH:24][C:23]([CH2:26][OH:27])=[CH:22][CH:21]=1.C([O-])([O-])=O.[Cs+].[Cs+]. (6) Given the product [Cl:1][C:2]1[CH:7]=[CH:6][C:5]([NH:8][C:9]2[C:13]3[C:14](=[O:18])[NH:15][CH:16]=[CH:17][C:12]=3[N:11]([C@@:19]3([CH2:28][C:29]#[N:30])[CH2:24][O:23][C@H:22]([C:25]([N:32]([CH3:33])[CH3:31])=[O:27])[CH2:21][CH2:20]3)[N:10]=2)=[CH:4][CH:3]=1, predict the reactants needed to synthesize it. The reactants are: [Cl:1][C:2]1[CH:7]=[CH:6][C:5]([NH:8][C:9]2[C:13]3[C:14](=[O:18])[NH:15][CH:16]=[CH:17][C:12]=3[N:11]([C@@:19]3([CH2:28][C:29]#[N:30])[CH2:24][O:23][C@H:22]([C:25]([OH:27])=O)[CH2:21][CH2:20]3)[N:10]=2)=[CH:4][CH:3]=1.[CH3:31][N:32](C(ON1N=NC2C=CC=NC1=2)=[N+](C)C)[CH3:33].F[P-](F)(F)(F)(F)F.CNC.CCN(C(C)C)C(C)C.